Predict which catalyst facilitates the given reaction. From a dataset of Catalyst prediction with 721,799 reactions and 888 catalyst types from USPTO. (1) Reactant: [H-].[Na+].[NH:3]1[C:11]2[C:6](=[CH:7][CH:8]=[CH:9][CH:10]=2)[CH:5]=[CH:4]1.CS(O[CH2:17][CH:18]1[CH2:20][CH:19]1[C:21]([O:23][CH2:24][CH3:25])=[O:22])(=O)=O.O. Product: [N:3]1([CH2:17][C@@H:18]2[CH2:20][C@H:19]2[C:21]([O:23][CH2:24][CH3:25])=[O:22])[C:11]2[C:6](=[CH:7][CH:8]=[CH:9][CH:10]=2)[CH:5]=[CH:4]1. The catalyst class is: 3. (2) Reactant: [CH2:1]([C:5]1[CH:10]=[CH:9][C:8]([CH2:11]O)=[CH:7][C:6]=1[O:13][CH3:14])[CH:2]([CH3:4])[CH3:3].S(Cl)([Cl:17])=O. The catalyst class is: 26. Product: [Cl:17][CH2:11][C:8]1[CH:9]=[CH:10][C:5]([CH2:1][CH:2]([CH3:4])[CH3:3])=[C:6]([O:13][CH3:14])[CH:7]=1. (3) Reactant: [N+:1]([C:4]1[CH:17]=[CH:16][C:7]([NH:8][CH2:9][C:10]2[CH:15]=[CH:14][CH:13]=[CH:12][N:11]=2)=[CH:6][CH:5]=1)([O-:3])=[O:2].CCN(C(C)C)C(C)C.[CH3:27][C:28]([O:31][C:32](O[C:32]([O:31][C:28]([CH3:30])([CH3:29])[CH3:27])=[O:33])=[O:33])([CH3:30])[CH3:29]. Product: [N+:1]([C:4]1[CH:17]=[CH:16][C:7]([N:8]([CH2:9][C:10]2[CH:15]=[CH:14][CH:13]=[CH:12][N:11]=2)[C:32](=[O:33])[O:31][C:28]([CH3:30])([CH3:29])[CH3:27])=[CH:6][CH:5]=1)([O-:3])=[O:2]. The catalyst class is: 251. (4) Reactant: C[Si]([NH-])(C)C.C[Si]([NH-])(C)C.[Li+].[Li+].[C:13]([O:17][C:18](=[O:20])[CH3:19])([CH3:16])([CH3:15])[CH3:14].[Br:21][C:22]1[CH:27]=[C:26]([Br:28])[N:25]=[C:24]([C:29]2[CH:34]=[CH:33][C:32]([F:35])=[CH:31][C:30]=2[F:36])[C:23]=1[CH3:37].CO. Product: [Br:21][C:22]1[CH:27]=[C:26]([Br:28])[N:25]=[C:24]([C:29]2[CH:34]=[CH:33][C:32]([F:35])=[CH:31][C:30]=2[F:36])[C:23]=1[CH2:37][CH2:19][C:18]([O:17][C:13]([CH3:16])([CH3:15])[CH3:14])=[O:20]. The catalyst class is: 1.